Dataset: Forward reaction prediction with 1.9M reactions from USPTO patents (1976-2016). Task: Predict the product of the given reaction. Given the reactants [OH:1][C:2]([C:4](F)(F)F)=O.OC(C(F)(F)F)=O.OC(C(F)(F)F)=O.[Cl:22][C:23]1[C:28]([CH:29]2[CH2:34][CH2:33][NH:32][CH2:31][CH2:30]2)=[N:27][CH:26]=[CH:25][N:24]=1.C(N(CC)CC)C.C(OC(=O)C)(=O)C, predict the reaction product. The product is: [Cl:22][C:23]1[C:28]([CH:29]2[CH2:34][CH2:33][N:32]([C:2](=[O:1])[CH3:4])[CH2:31][CH2:30]2)=[N:27][CH:26]=[CH:25][N:24]=1.